This data is from Full USPTO retrosynthesis dataset with 1.9M reactions from patents (1976-2016). The task is: Predict the reactants needed to synthesize the given product. (1) Given the product [C:13]([O:12][C:10]([N:9]([CH2:17][C:18]([O:20][C:21]([CH3:24])([CH3:23])[CH3:22])=[O:19])[C:7]1[CH:6]=[CH:5][CH:4]=[C:3]([CH:2]([S:30]([C:26]2[S:25][CH:29]=[CH:28][CH:27]=2)(=[O:32])=[O:31])[NH2:1])[N:8]=1)=[O:11])([CH3:16])([CH3:15])[CH3:14], predict the reactants needed to synthesize it. The reactants are: [NH2:1][CH2:2][C:3]1[N:8]=[C:7]([N:9]([CH2:17][C:18]([O:20][C:21]([CH3:24])([CH3:23])[CH3:22])=[O:19])[C:10]([O:12][C:13]([CH3:16])([CH3:15])[CH3:14])=[O:11])[CH:6]=[CH:5][CH:4]=1.[S:25]1[CH:29]=[CH:28][CH:27]=[C:26]1[S:30](Cl)(=[O:32])=[O:31]. (2) Given the product [Cl:32][C:18]1[C:19]([NH:21][C:22]2[CH:31]=[CH:30][CH:29]=[CH:28][C:23]=2[C:24]([NH:26][CH3:27])=[O:25])=[N:20][C:15]([NH:1][C:2]2[CH:3]=[CH:4][C:5]3[CH2:11][CH2:10][CH2:9][C:8](=[O:12])[NH:7][C:6]=3[CH:13]=2)=[N:16][CH:17]=1, predict the reactants needed to synthesize it. The reactants are: [NH2:1][C:2]1[CH:3]=[CH:4][C:5]2[CH2:11][CH2:10][CH2:9][C:8](=[O:12])[NH:7][C:6]=2[CH:13]=1.Cl[C:15]1[N:20]=[C:19]([NH:21][C:22]2[CH:31]=[CH:30][CH:29]=[CH:28][C:23]=2[C:24]([NH:26][CH3:27])=[O:25])[C:18]([Cl:32])=[CH:17][N:16]=1. (3) Given the product [F:1][C:2]1[CH:10]=[CH:9][CH:8]=[C:7]2[C:3]=1[CH2:4][CH2:5][N:6]2[CH:26]1[CH2:27][CH2:28][N:23]([C:20]2[N:21]=[N:22][C:17]([C:15]3[CH:14]=[N:13][N:12]([CH3:11])[CH:16]=3)=[CH:18][CH:19]=2)[CH2:24][CH2:25]1, predict the reactants needed to synthesize it. The reactants are: [F:1][C:2]1[CH:10]=[CH:9][CH:8]=[C:7]2[C:3]=1[CH2:4][CH2:5][NH:6]2.[CH3:11][N:12]1[CH:16]=[C:15]([C:17]2[N:22]=[N:21][C:20]([N:23]3[CH2:28][CH2:27][C:26](=O)[CH2:25][CH2:24]3)=[CH:19][CH:18]=2)[CH:14]=[N:13]1.[BH-](OC(C)=O)(OC(C)=O)OC(C)=O.[Na+]. (4) Given the product [CH3:15][C:11]1([CH3:14])[O:10][N:9]=[C:8]([C:5]2[CH:6]=[CH:7][C:2]([NH:1][CH3:35])=[C:3]([C:16]3[CH:17]=[CH:18][C:19]([NH:22][C:23](=[O:32])[C:24]4[C:29]([F:30])=[CH:28][CH:27]=[CH:26][C:25]=4[F:31])=[CH:20][CH:21]=3)[CH:4]=2)[C:12]1=[O:13], predict the reactants needed to synthesize it. The reactants are: [NH2:1][C:2]1[CH:7]=[CH:6][C:5]([C:8]2[C:12](=[O:13])[C:11]([CH3:15])([CH3:14])[O:10][N:9]=2)=[CH:4][C:3]=1[C:16]1[CH:21]=[CH:20][C:19]([NH:22][C:23](=[O:32])[C:24]2[C:29]([F:30])=[CH:28][CH:27]=[CH:26][C:25]=2[F:31])=[CH:18][CH:17]=1.C=O.[C:35]([BH3-])#N.[Na+].C(O)(=O)C. (5) Given the product [CH3:29][CH2:28][NH:30][C:31]([N:20]([C:18]([C@H:9]1[CH2:8][N:7]([CH3:27])[C@H:6]2[C@@H:11]([C:12]3[C:17]4[C:4]([CH2:5]2)=[CH:3][N:2]([CH3:1])[C:16]=4[CH:15]=[CH:14][CH:13]=3)[CH2:10]1)=[O:19])[CH2:21][CH2:22][CH2:23][N:24]([CH3:26])[CH3:25])=[O:32], predict the reactants needed to synthesize it. The reactants are: [CH3:1][N:2]1[C:16]2[C:17]3[C:4]([CH2:5][C@@H:6]4[C@@H:11]([C:12]=3[CH:13]=[CH:14][CH:15]=2)[CH2:10][C@@H:9]([C:18]([NH:20][CH2:21][CH2:22][CH2:23][N:24]([CH3:26])[CH3:25])=[O:19])[CH2:8][N:7]4[CH3:27])=[CH:3]1.[CH2:28]([N:30]=[C:31]=[O:32])[CH3:29]. (6) Given the product [C:1]([C:3]1[CH:12]=[CH:11][C:10]2[C:5](=[CH:6][CH:7]=[CH:8][CH:9]=2)[C:4]=1[C:13]1[C:22]2[C:17](=[CH:18][CH:19]=[CH:20][CH:21]=2)[CH:16]=[CH:15][C:14]=1[P:23]([C:25]1[CH:26]=[CH:27][CH:28]=[CH:29][CH:30]=1)([C:31]1[CH:36]=[CH:35][CH:34]=[CH:33][CH:32]=1)=[O:24])(=[O:40])[NH2:2], predict the reactants needed to synthesize it. The reactants are: [C:1]([C:3]1[CH:12]=[CH:11][C:10]2[C:5](=[CH:6][CH:7]=[CH:8][CH:9]=2)[C:4]=1[C:13]1[C:22]2[C:17](=[CH:18][CH:19]=[CH:20][CH:21]=2)[CH:16]=[CH:15][C:14]=1[P:23]([C:31]1[CH:36]=[CH:35][CH:34]=[CH:33][CH:32]=1)([C:25]1[CH:30]=[CH:29][CH:28]=[CH:27][CH:26]=1)=[O:24])#[N:2].OO.C(=O)([O-])[O-:40].[K+].[K+]. (7) Given the product [CH2:1]([N:8]1[CH2:9][CH2:10][N:11]([CH2:14][CH2:15][CH2:16][CH2:17][NH2:18])[CH2:12][CH2:13]1)[C:2]1[CH:3]=[CH:4][CH:5]=[CH:6][CH:7]=1, predict the reactants needed to synthesize it. The reactants are: [CH2:1]([N:8]1[CH2:13][CH2:12][N:11]([CH2:14][CH2:15][CH2:16][CH2:17][N:18]2C(=O)C3C(=CC=CC=3)C2=O)[CH2:10][CH2:9]1)[C:2]1[CH:7]=[CH:6][CH:5]=[CH:4][CH:3]=1.O.NN. (8) Given the product [OH:27][C:26]([C:28]1[CH:33]=[CH:32][CH:31]=[CH:30][CH:29]=1)([CH2:25][C:22]1[CH:23]=[CH:24][C:19]([O:18][CH3:17])=[CH:20][CH:21]=1)[CH2:6][C:4]([O:3][CH2:2][CH3:1])=[O:5], predict the reactants needed to synthesize it. The reactants are: [CH3:1][CH2:2][O:3][C:4]([CH3:6])=[O:5].C[Si]([N-][Si](C)(C)C)(C)C.[Li+].[CH3:17][O:18][C:19]1[CH:24]=[CH:23][C:22]([CH2:25][C:26]([C:28]2[CH:33]=[CH:32][CH:31]=[CH:30][CH:29]=2)=[O:27])=[CH:21][CH:20]=1.